This data is from Reaction yield outcomes from USPTO patents with 853,638 reactions. The task is: Predict the reaction yield, written as a fraction of the theoretical maximum amount of product (1.0 means a 100% yield; for example, 0.34 means a 34% yield). (1) The reactants are C(N(C(C)C)CC)(C)C.[Cl:10][C:11]1[CH:12]=[C:13]([C:18]([C@H:20]2[CH2:22][C@@H:21]2[C:23]([OH:25])=O)=[O:19])[CH:14]=[CH:15][C:16]=1[Cl:17].[NH2:26][CH2:27][CH2:28][CH2:29][CH2:30][C@@H:31]([NH:36][C:37]([O:39][C:40]([CH3:43])([CH3:42])[CH3:41])=[O:38])[C:32]([O:34][CH3:35])=[O:33].CN(C(ON1N=NC2C=CC=NC1=2)=[N+](C)C)C.F[P-](F)(F)(F)(F)F. The catalyst is CN(C=O)C. The product is [C:40]([O:39][C:37]([NH:36][C@@H:31]([CH2:30][CH2:29][CH2:28][CH2:27][NH:26][C:23]([C@H:21]1[CH2:22][C@@H:20]1[C:18]([C:13]1[CH:14]=[CH:15][C:16]([Cl:17])=[C:11]([Cl:10])[CH:12]=1)=[O:19])=[O:25])[C:32]([O:34][CH3:35])=[O:33])=[O:38])([CH3:43])([CH3:42])[CH3:41]. The yield is 0.640. (2) The reactants are [NH2:1][C:2]1[C:7]([S:8][CH2:9][CH2:10][C:11]([CH3:14])([OH:13])[CH3:12])=[CH:6][C:5]([Br:15])=[CH:4][N:3]=1.CC(C)=[O:18].O.S([O-])(O[O-])(=O)=O.[K+].[K+]. The catalyst is CO. The product is [NH2:1][C:2]1[C:7]([S:8]([CH2:9][CH2:10][C:11]([CH3:12])([OH:13])[CH3:14])=[O:18])=[CH:6][C:5]([Br:15])=[CH:4][N:3]=1. The yield is 0.600.